The task is: Predict the reaction yield, written as a fraction of the theoretical maximum amount of product (1.0 means a 100% yield; for example, 0.34 means a 34% yield).. This data is from Reaction yield outcomes from USPTO patents with 853,638 reactions. (1) The reactants are [C:1]([C:3]1[CH:4]=[C:5]([CH:13]([CH2:17][CH:18]2[CH2:22][CH2:21][CH2:20][CH2:19]2)[C:14](O)=[O:15])[CH:6]=[CH:7][C:8]=1[S:9]([CH3:12])(=[O:11])=[O:10])#[N:2].C(N(CC)CC)C.F[P-](F)(F)(F)(F)F.N1(O[P+](N(C)C)(N(C)C)N(C)C)C2C=CC=CC=2N=N1.[NH2:57][C:58]1[O:59][C:60]2[CH:66]=[CH:65][CH:64]=[CH:63][C:61]=2[N:62]=1.Cl. The catalyst is C(Cl)Cl.O.C(OCC)(=O)C. The product is [O:59]1[C:60]2[CH:66]=[CH:65][CH:64]=[CH:63][C:61]=2[N:62]=[C:58]1[NH:57][C:14](=[O:15])[CH:13]([C:5]1[CH:6]=[CH:7][C:8]([S:9]([CH3:12])(=[O:10])=[O:11])=[C:3]([C:1]#[N:2])[CH:4]=1)[CH2:17][CH:18]1[CH2:22][CH2:21][CH2:20][CH2:19]1. The yield is 0.550. (2) The reactants are [C:1]([O:5][C:6](=[O:19])[NH:7][C@H:8]1[CH2:13][CH2:12][C@H:11]([O:14][CH2:15][C:16](=O)[NH2:17])[CH2:10][CH2:9]1)([CH3:4])([CH3:3])[CH3:2].C(N(CC)CC)C.ClC(Cl)(Cl)C(Cl)=O. The catalyst is C(Cl)Cl.O. The product is [C:1]([O:5][C:6](=[O:19])[NH:7][C@H:8]1[CH2:13][CH2:12][C@H:11]([O:14][CH2:15][C:16]#[N:17])[CH2:10][CH2:9]1)([CH3:4])([CH3:2])[CH3:3]. The yield is 0.600. (3) The reactants are [CH3:1][O:2][C:3]1[CH:11]=[CH:10][C:6]([C:7](Cl)=O)=[CH:5][CH:4]=1.[CH2:12]([OH:16])[CH2:13][C:14]#[CH:15].C(N(CC)CC)C.[CH3:24][NH:25][NH2:26]. The catalyst is Cl[Pd](Cl)([P](C1C=CC=CC=1)(C1C=CC=CC=1)C1C=CC=CC=1)[P](C1C=CC=CC=1)(C1C=CC=CC=1)C1C=CC=CC=1.[Cu]I.C(O)(=O)C.CO.C1COCC1. The product is [CH3:1][O:2][C:3]1[CH:11]=[CH:10][C:6]([C:7]2[CH:15]=[C:14]([CH2:13][CH2:12][OH:16])[N:25]([CH3:24])[N:26]=2)=[CH:5][CH:4]=1. The yield is 0.740.